Dataset: Catalyst prediction with 721,799 reactions and 888 catalyst types from USPTO. Task: Predict which catalyst facilitates the given reaction. (1) Reactant: Cl.[C:2]([CH2:4][C:5]1[CH:10]=[CH:9][N:8]=[CH:7][CH:6]=1)#[N:3].C([O-])(O)=[O:12].[Na+].ClC1C=CC=C(C(OO)=O)C=1. Product: [C:2]([CH2:4][C:5]1[CH:10]=[CH:9][N+:8]([O-:12])=[CH:7][CH:6]=1)#[N:3]. The catalyst class is: 146. (2) Reactant: [CH3:1][C:2]([C:35]([OH:37])=[O:36])([C:4]1[CH:5]=[CH:6][C:7]([CH:10]([OH:34])[CH2:11][CH2:12][CH2:13][N:14]2[CH2:19][CH2:18][CH:17]([C:20]([OH:33])([C:27]3[CH:28]=[CH:29][CH:30]=[CH:31][CH:32]=3)[C:21]3[CH:22]=[CH:23][CH:24]=[CH:25][CH:26]=3)[CH2:16][CH2:15]2)=[CH:8][CH:9]=1)[CH3:3].C1(C)C=CC=CC=1.[ClH:45].C(O)(C)C. Product: [CH3:3][C:2]([C:35]([OH:37])=[O:36])([C:4]1[CH:9]=[CH:8][C:7]([CH:10]([OH:34])[CH2:11][CH2:12][CH2:13][N:14]2[CH2:15][CH2:16][CH:17]([C:20]([OH:33])([C:21]3[CH:26]=[CH:25][CH:24]=[CH:23][CH:22]=3)[C:27]3[CH:28]=[CH:29][CH:30]=[CH:31][CH:32]=3)[CH2:18][CH2:19]2)=[CH:6][CH:5]=1)[CH3:1].[ClH:45]. The catalyst class is: 13. (3) Reactant: [CH:1]([NH:4][C:5]([NH2:7])=[S:6])([CH3:3])[CH3:2].Br[CH2:9][C:10]([C:12]1[CH:20]=[CH:19][C:15]([C:16]([OH:18])=[O:17])=[CH:14][CH:13]=1)=O. Product: [CH:1]([NH:4][C:5]1[S:6][CH:9]=[C:10]([C:12]2[CH:20]=[CH:19][C:15]([C:16]([OH:18])=[O:17])=[CH:14][CH:13]=2)[N:7]=1)([CH3:3])[CH3:2]. The catalyst class is: 1. (4) Reactant: CO.S(=O)(=O)(O)O.C([N:11]1[CH2:20][CH2:19][C:18]2[C:13](=[CH:14][CH:15]=[C:16]([F:22])[C:17]=2[Br:21])[CH:12]1[CH2:23][C:24]([O:26][CH3:27])=[O:25])(=O)C.C([O-])(O)=O.[Na+]. Product: [Br:21][C:17]1[C:16]([F:22])=[CH:15][CH:14]=[C:13]2[C:18]=1[CH2:19][CH2:20][NH:11][CH:12]2[CH2:23][C:24]([O:26][CH3:27])=[O:25]. The catalyst class is: 6. (5) The catalyst class is: 121. Reactant: CN(C(ON1N=NC2C=CC=NC1=2)=[N+](C)C)C.F[P-](F)(F)(F)(F)F.[CH:25]1([C:31]2[C:32]3[CH:33]=[CH:34][C:35]([C:54](=[O:62])[NH:55][S:56]([CH:59]([CH3:61])[CH3:60])(=[O:58])=[O:57])=[CH:36][C:37]=3[N:38]3[CH2:44][C:43]([C:45](O)=[O:46])=[CH:42][C:41]4[CH:48]=[C:49]([O:52][CH3:53])[CH:50]=[CH:51][C:40]=4[C:39]=23)[CH2:30][CH2:29][CH2:28][CH2:27][CH2:26]1.[CH3:63][N:64]1[CH2:73][CH2:72][C:67]2([NH:71][CH2:70][CH2:69][CH2:68]2)[CH2:66][CH2:65]1. Product: [CH:25]1([C:31]2[C:32]3[CH:33]=[CH:34][C:35]([C:54]([NH:55][S:56]([CH:59]([CH3:61])[CH3:60])(=[O:57])=[O:58])=[O:62])=[CH:36][C:37]=3[N:38]3[CH2:44][C:43]([C:45]([N:71]4[C:67]5([CH2:66][CH2:65][N:64]([CH3:63])[CH2:73][CH2:72]5)[CH2:68][CH2:69][CH2:70]4)=[O:46])=[CH:42][C:41]4[CH:48]=[C:49]([O:52][CH3:53])[CH:50]=[CH:51][C:40]=4[C:39]=23)[CH2:26][CH2:27][CH2:28][CH2:29][CH2:30]1. (6) Reactant: [C:1]([C:3]1[CH:4]=[C:5]([CH:7]=[CH:8][CH:9]=1)[NH2:6])#[CH:2].[CH3:10][C:11]1[CH:15]=[CH:14][O:13][C:12]=1[C:16](O)=[O:17].C(N(C(C)C)CC)(C)C.F[P-](F)(F)(F)(F)F.N1(O[P+](N(C)C)(N(C)C)N(C)C)C2C=CC=CC=2N=N1. Product: [C:1]([C:3]1[CH:4]=[C:5]([NH:6][C:16]([C:12]2[O:13][CH:14]=[CH:15][C:11]=2[CH3:10])=[O:17])[CH:7]=[CH:8][CH:9]=1)#[CH:2]. The catalyst class is: 31. (7) Reactant: C(OC(=O)[NH:7][C@@H:8]([C@H:10]([C:13]1[O:14][CH:15]=[C:16]([C:18](=[O:20])[NH2:19])[N:17]=1)[CH2:11][CH3:12])[CH3:9])(C)(C)C.[ClH:22]. The catalyst class is: 4. Product: [ClH:22].[NH2:7][C@@H:8]([C@H:10]([C:13]1[O:14][CH:15]=[C:16]([C:18]([NH2:19])=[O:20])[N:17]=1)[CH2:11][CH3:12])[CH3:9]. (8) Reactant: [OH-:1].[Na+].[C:3]([C:5]1[CH:6]=[CH:7][C:8]([C:11]2[N:15]([C:16]3[CH:17]=[N:18][CH:19]=[CH:20][CH:21]=3)[N:14]=[C:13]([C:22]([N:24]3[CH2:29][CH2:28][CH:27]([F:30])[CH2:26][CH2:25]3)=[O:23])[CH:12]=2)=[N:9][CH:10]=1)#[N:4].CO. Product: [C:3]([C:5]1[CH:6]=[CH:7][C:8]([C:11]2[N:15]([C:16]3[CH:17]=[N:18][CH:19]=[CH:20][CH:21]=3)[N:14]=[C:13]([C:22]([N:24]3[CH2:25][CH2:26][CH:27]([F:30])[CH2:28][CH2:29]3)=[O:23])[CH:12]=2)=[N:9][CH:10]=1)(=[O:1])[NH2:4]. The catalyst class is: 7. (9) Reactant: [NH2:1][C:2]1[CH:42]=[C:41]([CH3:43])[CH:40]=[CH:39][C:3]=1[CH2:4][O:5][CH:6]1[CH:11]([C:12]2[CH:17]=[CH:16][C:15]([O:18][CH2:19][CH2:20][CH2:21][O:22][CH2:23][C:24]3[CH:29]=[CH:28][CH:27]=[CH:26][C:25]=3[O:30][CH3:31])=[CH:14][CH:13]=2)[CH2:10][CH2:9][N:8]([C:32]([O:34][C:35]([CH3:38])([CH3:37])[CH3:36])=[O:33])[CH2:7]1.[CH3:44][O:45][CH2:46][CH2:47][CH2:48][C:49](Cl)=[O:50]. Product: [CH3:31][O:30][C:25]1[CH:26]=[CH:27][CH:28]=[CH:29][C:24]=1[CH2:23][O:22][CH2:21][CH2:20][CH2:19][O:18][C:15]1[CH:16]=[CH:17][C:12]([CH:11]2[CH2:10][CH2:9][N:8]([C:32]([O:34][C:35]([CH3:38])([CH3:37])[CH3:36])=[O:33])[CH2:7][CH:6]2[O:5][CH2:4][C:3]2[CH:39]=[CH:40][C:41]([CH3:43])=[CH:42][C:2]=2[NH:1][C:49](=[O:50])[CH2:48][CH2:47][CH2:46][O:45][CH3:44])=[CH:13][CH:14]=1. The catalyst class is: 529.